From a dataset of Reaction yield outcomes from USPTO patents with 853,638 reactions. Predict the reaction yield, written as a fraction of the theoretical maximum amount of product (1.0 means a 100% yield; for example, 0.34 means a 34% yield). (1) The reactants are CS(C)=O.C[C:6]([CH3:9])([O-])[CH3:7].[K+].[OH2:11].[CH3:12][CH2:13][CH2:14][CH2:15][CH2:16][CH3:17]. No catalyst specified. The product is [CH:7]([O:11][CH:14]1[CH2:13][CH2:12][CH2:17][CH2:16][CH2:15]1)=[CH:6][CH3:9]. The yield is 0.860. (2) The reactants are [O:1]1[CH2:5][CH2:4][O:3][CH:2]1[CH2:6][CH2:7][NH:8][C:9]1[CH:10]=[C:11]([CH:25]=[CH:26][C:27]=1[N+:28]([O-])=O)[C:12]([N:14]([CH2:20][CH2:21][CH:22]([CH3:24])[CH3:23])[CH2:15][CH2:16][CH:17]([CH3:19])[CH3:18])=[O:13]. The catalyst is C(OCC)(=O)C.CO.[Pd]. The product is [NH2:28][C:27]1[CH:26]=[CH:25][C:11]([C:12]([N:14]([CH2:15][CH2:16][CH:17]([CH3:18])[CH3:19])[CH2:20][CH2:21][CH:22]([CH3:23])[CH3:24])=[O:13])=[CH:10][C:9]=1[NH:8][CH2:7][CH2:6][CH:2]1[O:1][CH2:5][CH2:4][O:3]1. The yield is 0.890. (3) The reactants are [Li+].CC([N-]C(C)C)C.[C:9]([O:13][C:14]([N:16]1[CH2:21][CH2:20][CH2:19][C:18](=[O:22])[CH2:17]1)=[O:15])([CH3:12])([CH3:11])[CH3:10].C1C=CC(N([S:30]([C:33]([F:36])([F:35])[F:34])(=[O:32])=[O:31])[S:30]([C:33]([F:36])([F:35])[F:34])(=[O:32])=[O:31])=CC=1. The catalyst is C1COCC1. The product is [C:9]([O:13][C:14]([N:16]1[CH2:17][C:18]([O:22][S:30]([C:33]([F:36])([F:35])[F:34])(=[O:32])=[O:31])=[CH:19][CH2:20][CH2:21]1)=[O:15])([CH3:12])([CH3:10])[CH3:11]. The yield is 0.300.